Dataset: Peptide-MHC class I binding affinity with 185,985 pairs from IEDB/IMGT. Task: Regression. Given a peptide amino acid sequence and an MHC pseudo amino acid sequence, predict their binding affinity value. This is MHC class I binding data. (1) The peptide sequence is VGNVYVKH. The MHC is Mamu-B52 with pseudo-sequence Mamu-B52. The binding affinity (normalized) is 0.262. (2) The peptide sequence is AYSFLPGVY. The MHC is HLA-A24:02 with pseudo-sequence HLA-A24:02. The binding affinity (normalized) is 0.683.